This data is from Reaction yield outcomes from USPTO patents with 853,638 reactions. The task is: Predict the reaction yield, written as a fraction of the theoretical maximum amount of product (1.0 means a 100% yield; for example, 0.34 means a 34% yield). (1) The reactants are [F:1][C:2]1[CH:3]=[C:4]([NH:9][C:10](=[O:19])[C:11]2[CH:16]=[C:15](I)[CH:14]=[CH:13][C:12]=2[F:18])[CH:5]=[CH:6][C:7]=1[F:8].[C:20](=[O:23])([O-])[O-].[Na+].[Na+].O.[CH:27]1([NH2:30])[CH2:29][CH2:28]1. The catalyst is C(OCC)(=O)C.C([O-])(=O)C.[Pd+2].C([O-])(=O)C. The product is [CH:27]1([NH:30][C:20](=[O:23])[C:15]2[CH:14]=[CH:13][C:12]([F:18])=[C:11]([C:10]([NH:9][C:4]3[CH:5]=[CH:6][C:7]([F:8])=[C:2]([F:1])[CH:3]=3)=[O:19])[CH:16]=2)[CH2:29][CH2:28]1. The yield is 0.250. (2) The reactants are [NH2:1][C:2]1[N:7]=[CH:6][C:5]([C:8]([O:10][CH3:11])=[O:9])=[CH:4][CH:3]=1.O.O=[CH:14]C(O)=O.Cl(O)(=O)(=O)=O.[N+:23]([C:25]([CH3:28])([CH3:27])[CH3:26])#[C-:24]. The catalyst is CO. The product is [CH3:11][O:10][C:8]([C:5]1[CH:4]=[CH:3][C:2]2[N:7]([C:24]([NH:23][C:25]([CH3:28])([CH3:27])[CH3:26])=[CH:14][N:1]=2)[CH:6]=1)=[O:9]. The yield is 0.140. (3) The reactants are C(OC(=O)[NH:7][C@H:8]([CH2:34][C:35]1[CH:40]=[C:39]([F:41])[C:38]([F:42])=[CH:37][C:36]=1[F:43])[CH2:9][C:10](=[O:33])[N:11]1[CH2:16][CH2:15][N:14]2[C:17]([C:29]([F:32])([F:31])[F:30])=[N:18][C:19]([C:20](=[O:28])[NH:21][C:22]3[CH:27]=[CH:26][CH:25]=[CH:24][N:23]=3)=[C:13]2[CH2:12]1)(C)(C)C.[ClH:45]. The catalyst is C(OCC)(=O)C. The product is [ClH:45].[ClH:45].[N:23]1[CH:24]=[CH:25][CH:26]=[CH:27][C:22]=1[NH:21][C:20]([C:19]1[N:18]=[C:17]([C:29]([F:30])([F:31])[F:32])[N:14]2[CH2:15][CH2:16][N:11]([C:10](=[O:33])[CH2:9][C@H:8]([NH2:7])[CH2:34][C:35]3[CH:40]=[C:39]([F:41])[C:38]([F:42])=[CH:37][C:36]=3[F:43])[CH2:12][C:13]=12)=[O:28]. The yield is 0.890. (4) The catalyst is C(O)(=O)C.S([O-])(O)(=O)=O.[K+]. The reactants are [Br:1]Br.[Br:3][C:4]1[N:9]=[C:8]([NH:10][C:11]2[S:12][CH:13]=[CH:14][N:15]=2)[CH:7]=[CH:6][CH:5]=1. The product is [Br:3][C:4]1[N:9]=[C:8]([NH:10][C:11]2[S:12][C:13]([Br:1])=[CH:14][N:15]=2)[CH:7]=[CH:6][CH:5]=1. The yield is 0.940. (5) The reactants are Cl[C:2]1[N:7]=[CH:6][C:5]([CH2:8][N:9]2[C:17]3[C:12](=[CH:13][CH:14]=[CH:15][CH:16]=3)[C:11]3([C:29]4[C:20](=[CH:21][C:22]5[O:27][CH2:26][CH2:25][O:24][C:23]=5[CH:28]=4)[O:19][CH2:18]3)[C:10]2=[O:30])=[CH:4][CH:3]=1.[NH:31]1[CH2:36][CH2:35][O:34][CH2:33][CH2:32]1.O. The catalyst is C(OCC)(=O)C. The product is [N:31]1([C:2]2[N:7]=[CH:6][C:5]([CH2:8][N:9]3[C:17]4[C:12](=[CH:13][CH:14]=[CH:15][CH:16]=4)[C:11]4([C:29]5[C:20](=[CH:21][C:22]6[O:27][CH2:26][CH2:25][O:24][C:23]=6[CH:28]=5)[O:19][CH2:18]4)[C:10]3=[O:30])=[CH:4][CH:3]=2)[CH2:36][CH2:35][O:34][CH2:33][CH2:32]1. The yield is 0.920. (6) The reactants are [OH:1][CH2:2][CH2:3][CH2:4][CH2:5][CH2:6][S:7]([NH:10][CH3:11])(=[O:9])=[O:8].C(N(CC)CC)C.[C:19]1([CH3:29])[CH:24]=[CH:23][C:22]([S:25](Cl)(=[O:27])=[O:26])=[CH:21][CH:20]=1. The catalyst is C1COCC1. The product is [CH3:29][C:19]1[CH:24]=[CH:23][C:22]([S:25]([O:1][CH2:2][CH2:3][CH2:4][CH2:5][CH2:6][S:7](=[O:9])(=[O:8])[NH:10][CH3:11])(=[O:27])=[O:26])=[CH:21][CH:20]=1. The yield is 0.410.